This data is from Catalyst prediction with 721,799 reactions and 888 catalyst types from USPTO. The task is: Predict which catalyst facilitates the given reaction. (1) Reactant: [CH2:1]([C:8]1[C:16]2[C:11](=[CH:12][CH:13]=[C:14]([C:17]3[CH:22]=[CH:21][C:20]([OH:23])=[CH:19][CH:18]=3)[CH:15]=2)[N:10]([CH3:24])[C:9]=1[CH3:25])[C:2]1[CH:7]=[CH:6][CH:5]=[CH:4][CH:3]=1.C([O-])([O-])=O.[K+].[K+].Br[CH2:33][C:34]([O:36][CH3:37])=[O:35]. Product: [CH3:37][O:36][C:34](=[O:35])[CH2:33][O:23][C:20]1[CH:19]=[CH:18][C:17]([C:14]2[CH:15]=[C:16]3[C:11](=[CH:12][CH:13]=2)[N:10]([CH3:24])[C:9]([CH3:25])=[C:8]3[CH2:1][C:2]2[CH:3]=[CH:4][CH:5]=[CH:6][CH:7]=2)=[CH:22][CH:21]=1. The catalyst class is: 21. (2) Reactant: [CH3:1][N:2]1[C:10]2[C:5](=[C:6]([CH3:11])[CH:7]=[CH:8][CH:9]=2)[C:4](CC#N)=[CH:3]1.[OH-:15].[K+].[CH2:17]([OH:19])[CH3:18]. Product: [CH3:1][N:2]1[C:10]2[C:5](=[C:6]([CH3:11])[CH:7]=[CH:8][CH:9]=2)[C:4]([CH2:18][C:17]([OH:15])=[O:19])=[CH:3]1. The catalyst class is: 6. (3) The catalyst class is: 19. Reactant: [O:1]=[C:2]1[C:8]2=[CH:9][CH:10]=[CH:11][C:12]3[NH:13][C:14]4[CH2:15][N:16](C(OCC5C=CC=CC=5)=O)[CH2:17][C:5]([C:6]=4[C:7]=32)=[N:4][NH:3]1.[H][H]. Product: [CH2:17]1[NH:16][CH2:15][C:14]2[NH:13][C:12]3[CH:11]=[CH:10][CH:9]=[C:8]4[C:2](=[O:1])[NH:3][N:4]=[C:5]1[C:6]=2[C:7]=34. (4) Reactant: N(C(OC(C)C)=O)=NC(OC(C)C)=O.[Cl:15][C:16]1[S:20][C:19]2[C:21]3([O:42][CH2:43][C:44]([F:46])([F:45])[C:18]=2[CH:17]=1)[CH2:26][CH2:25][N:24]([CH2:27][C:28]1[C:29]([CH3:41])=[N:30][N:31]([C:33]2[C:38]([CH2:39]O)=[CH:37][CH:36]=[CH:35][N:34]=2)[CH:32]=1)[CH2:23][CH2:22]3.[C:47]1(=[O:57])[NH:51][C:50](=[O:52])[C:49]2=[CH:53][CH:54]=[CH:55][CH:56]=[C:48]12.C1(P(C2C=CC=CC=2)C2C=CC=CC=2)C=CC=CC=1. Product: [Cl:15][C:16]1[S:20][C:19]2[C:21]3([O:42][CH2:43][C:44]([F:45])([F:46])[C:18]=2[CH:17]=1)[CH2:22][CH2:23][N:24]([CH2:27][C:28]1[C:29]([CH3:41])=[N:30][N:31]([C:33]2[C:38]([CH2:39][N:51]4[C:47](=[O:57])[C:48]5[C:49](=[CH:53][CH:54]=[CH:55][CH:56]=5)[C:50]4=[O:52])=[CH:37][CH:36]=[CH:35][N:34]=2)[CH:32]=1)[CH2:25][CH2:26]3. The catalyst class is: 11. (5) Reactant: [N+:1]([C:4]1[CH:9]=[CH:8][C:7]([C:10]2[CH:15]=[CH:14][C:13]([C:16](=[O:32])[CH2:17][CH:18]([CH2:24][CH2:25][C:26]3[CH:31]=[CH:30][CH:29]=[CH:28][CH:27]=3)[C:19]([O:21][CH2:22][CH3:23])=[O:20])=[CH:12][CH:11]=2)=[CH:6][CH:5]=1)([O-])=O.Cl. Product: [NH2:1][C:4]1[CH:5]=[CH:6][C:7]([C:10]2[CH:15]=[CH:14][C:13]([C:16](=[O:32])[CH2:17][CH:18]([CH2:24][CH2:25][C:26]3[CH:27]=[CH:28][CH:29]=[CH:30][CH:31]=3)[C:19]([O:21][CH2:22][CH3:23])=[O:20])=[CH:12][CH:11]=2)=[CH:8][CH:9]=1. The catalyst class is: 186. (6) Reactant: C([N:3](C(C)C)C(C)C)C.[C:10]([O:14][C:15]([N:17]1[CH2:22][CH2:21][C:20]([C:26]2[CH:31]=[CH:30][CH:29]=[CH:28][CH:27]=2)([C:23](O)=[O:24])[CH2:19][CH2:18]1)=[O:16])([CH3:13])([CH3:12])[CH3:11].CN(C(ON1N=NC2C=CC=NC1=2)=[N+](C)C)C.F[P-](F)(F)(F)(F)F.N. Product: [C:10]([O:14][C:15]([N:17]1[CH2:22][CH2:21][C:20]([C:23](=[O:24])[NH2:3])([C:26]2[CH:31]=[CH:30][CH:29]=[CH:28][CH:27]=2)[CH2:19][CH2:18]1)=[O:16])([CH3:13])([CH3:12])[CH3:11]. The catalyst class is: 121.